From a dataset of Full USPTO retrosynthesis dataset with 1.9M reactions from patents (1976-2016). Predict the reactants needed to synthesize the given product. Given the product [CH:64]1([CH2:63][N:62]2[C:61]3[CH:60]=[CH:59][C:51]([C:52]([N:54]([CH2:57][CH3:58])[CH2:55][CH3:56])=[O:53])=[CH:50][C:49]=3[N:48]=[C:12]2[CH2:11][CH2:10][C:7]2[CH:6]=[CH:5][C:4]([O:3][CH2:1][CH3:2])=[CH:9][CH:8]=2)[CH2:65][CH2:66]1, predict the reactants needed to synthesize it. The reactants are: [CH2:1]([O:3][C:4]1[CH:9]=[CH:8][C:7]([CH2:10][CH2:11][C:12](O)=O)=[CH:6][CH:5]=1)[CH3:2].CN(C(ON1N=NC2C=CC=NC1=2)=[N+](C)C)C.F[P-](F)(F)(F)(F)F.CCN(C(C)C)C(C)C.[NH2:48][C:49]1[CH:50]=[C:51]([CH:59]=[CH:60][C:61]=1[NH:62][CH2:63][CH:64]1[CH2:66][CH2:65]1)[C:52]([N:54]([CH2:57][CH3:58])[CH2:55][CH3:56])=[O:53].